This data is from Catalyst prediction with 721,799 reactions and 888 catalyst types from USPTO. The task is: Predict which catalyst facilitates the given reaction. (1) Reactant: F[C:2]1[CH:7]=[CH:6][C:5]([CH3:8])=[CH:4][C:3]=1[N+:9]([O-:11])=[O:10].[NH:12]1[CH:16]=[CH:15][N:14]=[C:13]1[CH2:17][CH2:18][C:19]([O:21][CH2:22][CH3:23])=[O:20].C(=O)([O-])[O-].[K+].[K+].CN(C)C(=O)C. Product: [CH3:8][C:5]1[CH:6]=[CH:7][C:2]([N:12]2[CH:16]=[CH:15][N:14]=[C:13]2[CH2:17][CH2:18][C:19]([O:21][CH2:22][CH3:23])=[O:20])=[C:3]([N+:9]([O-:11])=[O:10])[CH:4]=1. The catalyst class is: 27. (2) Reactant: Cl[C:2]1[CH:7]=[C:6]([C:8]2[CH:13]=[CH:12][CH:11]=[C:10]([Cl:14])[C:9]=2[Cl:15])[N:5]=[C:4]([NH2:16])[N:3]=1.[NH2:17][CH2:18][CH2:19][CH2:20][CH2:21][NH:22][C:23](=[O:25])[CH3:24].C(N(CC)CC)C. Product: [NH2:16][C:4]1[N:3]=[C:2]([NH:17][CH2:18][CH2:19][CH2:20][CH2:21][NH:22][C:23](=[O:25])[CH3:24])[CH:7]=[C:6]([C:8]2[CH:13]=[CH:12][CH:11]=[C:10]([Cl:14])[C:9]=2[Cl:15])[N:5]=1. The catalyst class is: 114. (3) Reactant: C([O:4][C@H:5]([CH3:29])[CH2:6][CH2:7][CH2:8][CH2:9][N:10]1[C:18](=[O:19])[C:17]2[N:16]3[CH2:20][CH2:21][N:22]([CH2:23][O:24][CH2:25][CH3:26])[C:15]3=[N:14][C:13]=2[N:12]([CH3:27])[C:11]1=[O:28])(=O)C.C(=O)([O-])[O-].[K+].[K+]. Product: [CH2:25]([O:24][CH2:23][N:22]1[C:15]2=[N:14][C:13]3[N:12]([CH3:27])[C:11](=[O:28])[N:10]([CH2:9][CH2:8][CH2:7][CH2:6][C@H:5]([OH:4])[CH3:29])[C:18](=[O:19])[C:17]=3[N:16]2[CH2:20][CH2:21]1)[CH3:26]. The catalyst class is: 5.